Dataset: Reaction yield outcomes from USPTO patents with 853,638 reactions. Task: Predict the reaction yield, written as a fraction of the theoretical maximum amount of product (1.0 means a 100% yield; for example, 0.34 means a 34% yield). The reactants are Cl.[CH2:2]([O:4][C:5]([C@H:7]1[CH2:10][C@@H:9]([NH2:11])[CH2:8]1)=[O:6])[CH3:3].C(N(CC)CC)C.[CH2:19]([C:23]1[CH:28]=[CH:27][C:26]([C:29]2[O:33][N:32]=[C:31]([C:34]3[CH:35]=[C:36]([CH:39]=[CH:40][CH:41]=3)[CH:37]=O)[N:30]=2)=[CH:25][CH:24]=1)[CH:20]([CH3:22])[CH3:21].C(O[BH-](OC(=O)C)OC(=O)C)(=O)C.[Na+]. The catalyst is C(OCC)(=O)C.C(O)(=O)C.C1COCC1. The product is [CH2:2]([O:4][C:5]([C@H:7]1[CH2:10][C@@H:9]([NH:11][CH2:37][C:36]2[CH:39]=[CH:40][CH:41]=[C:34]([C:31]3[N:30]=[C:29]([C:26]4[CH:27]=[CH:28][C:23]([CH2:19][CH:20]([CH3:22])[CH3:21])=[CH:24][CH:25]=4)[O:33][N:32]=3)[CH:35]=2)[CH2:8]1)=[O:6])[CH3:3]. The yield is 0.830.